From a dataset of Reaction yield outcomes from USPTO patents with 853,638 reactions. Predict the reaction yield, written as a fraction of the theoretical maximum amount of product (1.0 means a 100% yield; for example, 0.34 means a 34% yield). The reactants are [NH:1]1[CH2:11][CH2:10][CH2:9][C@@H:3]([C:4]([O:6][CH2:7][CH3:8])=[O:5])[CH2:2]1.[CH:12](O)=O.C(=O)([O-])O.[Na+].[OH-].[Na+]. The catalyst is C=O. The product is [CH3:12][N:1]1[CH2:11][CH2:10][CH2:9][C@@H:3]([C:4]([O:6][CH2:7][CH3:8])=[O:5])[CH2:2]1. The yield is 0.730.